Dataset: Peptide-MHC class II binding affinity with 134,281 pairs from IEDB. Task: Regression. Given a peptide amino acid sequence and an MHC pseudo amino acid sequence, predict their binding affinity value. This is MHC class II binding data. (1) The peptide sequence is LVLDFCDDALIEGIT. The MHC is DRB1_1501 with pseudo-sequence DRB1_1501. The binding affinity (normalized) is 0.320. (2) The peptide sequence is TTGCAEHCSLNENIT. The MHC is DRB1_0405 with pseudo-sequence DRB1_0405. The binding affinity (normalized) is 0.105. (3) The peptide sequence is AFKVACTAANAAPAN. The MHC is HLA-DPA10201-DPB11401 with pseudo-sequence HLA-DPA10201-DPB11401. The binding affinity (normalized) is 0.698. (4) The MHC is HLA-DQA10401-DQB10402 with pseudo-sequence HLA-DQA10401-DQB10402. The binding affinity (normalized) is 0.408. The peptide sequence is EQKLIEKINAGFKAALAAAA. (5) The peptide sequence is DTGHGTVVMQVKVSK. The MHC is DRB1_0901 with pseudo-sequence DRB1_0901. The binding affinity (normalized) is 0.300.